Task: Regression. Given two drug SMILES strings and cell line genomic features, predict the synergy score measuring deviation from expected non-interaction effect.. Dataset: NCI-60 drug combinations with 297,098 pairs across 59 cell lines (1) Drug 1: C1=CC(=CC=C1C#N)C(C2=CC=C(C=C2)C#N)N3C=NC=N3. Drug 2: CCC1(CC2CC(C3=C(CCN(C2)C1)C4=CC=CC=C4N3)(C5=C(C=C6C(=C5)C78CCN9C7C(C=CC9)(C(C(C8N6C=O)(C(=O)OC)O)OC(=O)C)CC)OC)C(=O)OC)O.OS(=O)(=O)O. Cell line: U251. Synergy scores: CSS=21.2, Synergy_ZIP=-12.8, Synergy_Bliss=-17.5, Synergy_Loewe=-27.4, Synergy_HSA=-13.2. (2) Drug 1: CC12CCC3C(C1CCC2=O)CC(=C)C4=CC(=O)C=CC34C. Drug 2: CC1=C(C(CCC1)(C)C)C=CC(=CC=CC(=CC(=O)O)C)C. Cell line: MDA-MB-435. Synergy scores: CSS=31.7, Synergy_ZIP=2.39, Synergy_Bliss=3.00, Synergy_Loewe=3.06, Synergy_HSA=2.32. (3) Drug 1: COC1=CC(=CC(=C1O)OC)C2C3C(COC3=O)C(C4=CC5=C(C=C24)OCO5)OC6C(C(C7C(O6)COC(O7)C8=CC=CS8)O)O. Drug 2: CC12CCC3C(C1CCC2OP(=O)(O)O)CCC4=C3C=CC(=C4)OC(=O)N(CCCl)CCCl.[Na+]. Cell line: CAKI-1. Synergy scores: CSS=50.9, Synergy_ZIP=-0.830, Synergy_Bliss=-1.84, Synergy_Loewe=-34.8, Synergy_HSA=-0.305. (4) Synergy scores: CSS=96.3, Synergy_ZIP=2.14, Synergy_Bliss=1.76, Synergy_Loewe=2.92, Synergy_HSA=4.31. Cell line: SR. Drug 2: C1=C(C(=O)NC(=O)N1)F. Drug 1: CC1=C2C(C(=O)C3(C(CC4C(C3C(C(C2(C)C)(CC1OC(=O)C(C(C5=CC=CC=C5)NC(=O)OC(C)(C)C)O)O)OC(=O)C6=CC=CC=C6)(CO4)OC(=O)C)OC)C)OC. (5) Drug 1: CC1=CC2C(CCC3(C2CCC3(C(=O)C)OC(=O)C)C)C4(C1=CC(=O)CC4)C. Drug 2: C1CNP(=O)(OC1)N(CCCl)CCCl. Cell line: NCI-H460. Synergy scores: CSS=-4.31, Synergy_ZIP=-0.395, Synergy_Bliss=-6.85, Synergy_Loewe=-6.62, Synergy_HSA=-6.98. (6) Drug 1: CNC(=O)C1=CC=CC=C1SC2=CC3=C(C=C2)C(=NN3)C=CC4=CC=CC=N4. Drug 2: CN1C2=C(C=C(C=C2)N(CCCl)CCCl)N=C1CCCC(=O)O.Cl. Cell line: BT-549. Synergy scores: CSS=5.47, Synergy_ZIP=0.171, Synergy_Bliss=7.95, Synergy_Loewe=5.87, Synergy_HSA=6.02.